From a dataset of Forward reaction prediction with 1.9M reactions from USPTO patents (1976-2016). Predict the product of the given reaction. (1) Given the reactants I[C:2]1[CH:7]=[CH:6][N:5]=[CH:4][C:3]=1[N:8]([CH2:16][C:17]1[CH:21]=[C:20]([CH3:22])[O:19][N:18]=1)[C:9](=[O:15])[O:10][C:11]([CH3:14])([CH3:13])[CH3:12].[F:23][C:24]1[CH:29]=[CH:28][C:27](B(O)O)=[C:26]([O:33][CH3:34])[CH:25]=1, predict the reaction product. The product is: [F:23][C:24]1[CH:29]=[CH:28][C:27]([C:2]2[CH:7]=[CH:6][N:5]=[CH:4][C:3]=2[N:8]([CH2:16][C:17]2[CH:21]=[C:20]([CH3:22])[O:19][N:18]=2)[C:9](=[O:15])[O:10][C:11]([CH3:14])([CH3:13])[CH3:12])=[C:26]([O:33][CH3:34])[CH:25]=1. (2) Given the reactants [F:1][C:2]1[CH:7]=[CH:6][C:5]([S:8]([NH:11][CH2:12][C:13]2[CH:22]=[CH:21][C:16]([C:17]([O:19][CH3:20])=[O:18])=[CH:15][CH:14]=2)(=[O:10])=[O:9])=[CH:4][CH:3]=1.[CH3:23][CH:24](O)[CH3:25].C1C=CC(P(C2C=CC=CC=2)C2C=CC=CC=2)=CC=1.N(C(OC(C)C)=O)=NC(OC(C)C)=O, predict the reaction product. The product is: [F:1][C:2]1[CH:7]=[CH:6][C:5]([S:8]([N:11]([CH2:12][C:13]2[CH:14]=[CH:15][C:16]([C:17]([O:19][CH3:20])=[O:18])=[CH:21][CH:22]=2)[CH:24]([CH3:25])[CH3:23])(=[O:10])=[O:9])=[CH:4][CH:3]=1.